This data is from Reaction yield outcomes from USPTO patents with 853,638 reactions. The task is: Predict the reaction yield, written as a fraction of the theoretical maximum amount of product (1.0 means a 100% yield; for example, 0.34 means a 34% yield). (1) The reactants are [CH:1]1([CH2:6][CH:7]([C:11]2[CH:16]=[CH:15][C:14]([I:17])=[CH:13][CH:12]=2)[C:8]([OH:10])=[O:9])[CH2:5][CH2:4][CH2:3][CH2:2]1.[CH3:18]O. The catalyst is S(=O)(=O)(O)O. The product is [CH3:18][O:9][C:8](=[O:10])[CH:7]([C:11]1[CH:16]=[CH:15][C:14]([I:17])=[CH:13][CH:12]=1)[CH2:6][CH:1]1[CH2:5][CH2:4][CH2:3][CH2:2]1. The yield is 0.969. (2) The catalyst is CN(C=O)C. The yield is 0.850. The reactants are C1C(=O)N([Cl:8])C(=O)C1.[C:9]([OH:15])(C(F)(F)F)=[O:10].[CH3:16][O:17][C:18]([NH:20][C@@H:21]([CH:73]([CH3:75])[CH3:74])[C:22]([N:24]1[CH2:28][C@@H:27]([CH3:29])[CH2:26][C@H:25]1[C:30]1[NH:31][CH:32]=[C:33]([C:35]2[CH:36]=[C:37]3[C:42](=[CH:43][CH:44]=2)[CH:41]=[C:40]([C:45]2[CH:50]=[CH:49][C:48]([C:51]4[N:52]=[C:53]([C@@H:56]5[CH2:60][C@H:59]([CH3:61])[CH2:58][N:57]5[C:62]([C@@H:64]([NH:68][C:69](=[O:72])[O:70][CH3:71])[CH:65]([CH3:67])[CH3:66])=[O:63])[NH:54][CH:55]=4)=[CH:47][CH:46]=2)[CH:39]=[CH:38]3)[N:34]=1)=[O:23])=[O:19]. The product is [C:9](=[O:15])=[O:10].[Cl:8][C:55]1[N:54]=[C:53]([C@@H:56]2[CH2:60][C@H:59]([CH3:61])[CH2:58][N:57]2[C:62](=[O:63])[C@@H:64]([NH:68][C:69]([O:70][CH3:71])=[O:72])[CH:65]([CH3:66])[CH3:67])[NH:52][C:51]=1[C:48]1[CH:47]=[CH:46][C:45]([C:40]2[CH:41]=[C:42]3[C:37](=[CH:38][CH:39]=2)[CH:36]=[C:35]([C:33]2[N:34]=[C:30]([C@@H:25]4[CH2:26][C@H:27]([CH3:29])[CH2:28][N:24]4[C:22]([C@@H:21]([NH:20][C:18](=[O:19])[O:17][CH3:16])[CH:73]([CH3:75])[CH3:74])=[O:23])[NH:31][CH:32]=2)[CH:44]=[CH:43]3)=[CH:50][CH:49]=1. (3) The reactants are Cl.[NH2:2][CH2:3][CH:4]1[CH2:9][CH2:8][CH:7]([C:10]([O:12]C)=[O:11])[CH2:6][CH2:5]1.C(N(CC)CC)C.[CH3:21][C:22]1[CH:27]=[CH:26][C:25]([S:28](Cl)(=[O:30])=[O:29])=[CH:24][CH:23]=1.C(=O)([O-])[O-].[K+].[K+].F[C:39]1[CH:44]=[CH:43][C:42]([CH2:45]N)=[CH:41][CH:40]=1.[OH-].[Na+]. The catalyst is ClCCl.CC(C)=O.CO.C1COCC1. The product is [CH2:45]([N:2]([CH2:3][CH:4]1[CH2:9][CH2:8][CH:7]([C:10]([OH:12])=[O:11])[CH2:6][CH2:5]1)[S:28]([C:25]1[CH:26]=[CH:27][C:22]([CH3:21])=[CH:23][CH:24]=1)(=[O:30])=[O:29])[C:42]1[CH:43]=[CH:44][CH:39]=[CH:40][CH:41]=1. The yield is 0.740. (4) The reactants are [Br:1][C:2]1[CH:16]=[CH:15][C:5]2[C:6]3[N:7]([CH:11]=[C:12](I)[N:13]=3)[CH2:8][CH2:9][O:10][C:4]=2[CH:3]=1.C[Si](C)(C)N[Si](C)(C)C.C[N:27]([CH:29]=[O:30])C. The catalyst is [Pd](Cl)Cl.C1(P(C2C=CC=CC=2)C2C=CC=CC=2)C=CC=CC=1.C1(P(C2C=CC=CC=2)C2C=CC=CC=2)C=CC=CC=1. The product is [Br:1][C:2]1[CH:16]=[CH:15][C:5]2[C:6]3[N:7]([CH:11]=[C:12]([C:29]([NH2:27])=[O:30])[N:13]=3)[CH2:8][CH2:9][O:10][C:4]=2[CH:3]=1. The yield is 0.620.